From a dataset of Forward reaction prediction with 1.9M reactions from USPTO patents (1976-2016). Predict the product of the given reaction. (1) The product is: [F:38][C:19]([F:39])([F:18])[C:20]1[C:28]2[CH2:27][CH2:26][CH2:25][CH2:24][C:23]=2[N:22]([C:29]2[CH:30]=[CH:31][C:32]([NH:43][C:46]([N:49]3[CH2:53][CH2:52][CH2:51][CH2:50]3)=[O:8])=[CH:36][CH:37]=2)[N:21]=1. Given the reactants C1(P(N=[N+]=[N-])(C2C=CC=CC=2)=[O:8])C=CC=CC=1.[F:18][C:19]([F:39])([F:38])[C:20]1[C:28]2[CH2:27][CH2:26][CH2:25][CH2:24][C:23]=2[N:22]([C:29]2[CH:37]=[CH:36][C:32](C(O)=O)=[CH:31][CH:30]=2)[N:21]=1.C([N:43]([CH:46](C)C)CC)(C)C.[NH:49]1[CH2:53][CH2:52][CH2:51][CH2:50]1, predict the reaction product. (2) Given the reactants CC(C)([O-])C.[Na+].Br[C:8]1[CH:13]=[C:12]([O:14][C:15]([F:18])([F:17])[F:16])[CH:11]=[CH:10][C:9]=1[NH:19][C:20]([NH:22][CH:23]1[CH2:28][CH2:27][N:26]([C:29]([O:31][C:32]([CH3:35])([CH3:34])[CH3:33])=[O:30])[CH2:25][CH2:24]1)=[O:21].ClCCl, predict the reaction product. The product is: [O:21]=[C:20]1[N:22]([CH:23]2[CH2:28][CH2:27][N:26]([C:29]([O:31][C:32]([CH3:35])([CH3:34])[CH3:33])=[O:30])[CH2:25][CH2:24]2)[C:8]2[CH:13]=[C:12]([O:14][C:15]([F:18])([F:17])[F:16])[CH:11]=[CH:10][C:9]=2[NH:19]1. (3) The product is: [CH3:18][O:17][C:15](=[O:16])[CH2:14][CH:12]1[CH2:11][NH:10][C@H:9]([C:19]([N:57]2[CH2:58][CH2:59][CH:55]([C:49]3[CH:54]=[CH:53][CH:52]=[CH:51][CH:50]=3)[CH2:56]2)=[O:21])[C@@H:8]([C:6]([O:5][C:1]([CH3:2])([CH3:3])[CH3:4])=[O:7])[CH2:13]1. Given the reactants [C:1]([O:5][C:6]([C@H:8]1[CH2:13][CH:12]([CH2:14][C:15]([O:17][CH3:18])=[O:16])[CH2:11][NH:10][C@@H:9]1[C:19]([OH:21])=O)=[O:7])([CH3:4])([CH3:3])[CH3:2].CN([P+](ON1N=NC2C=CC=CC1=2)(N(C)C)N(C)C)C.F[P-](F)(F)(F)(F)F.[C:49]1([CH:55]2[CH2:59][CH2:58][NH:57][CH2:56]2)[CH:54]=[CH:53][CH:52]=[CH:51][CH:50]=1.C(N(CC)C(C)C)(C)C, predict the reaction product. (4) Given the reactants [CH:1]([C:3]1[CH:14]=[CH:13][CH:12]=[CH:11][C:4]=1[O:5][CH2:6][C:7]([NH:9][CH3:10])=[O:8])=O.[Cl:15][C:16]1[CH:25]=[CH:24][C:19]([C:20]([NH:22][NH2:23])=[S:21])=[CH:18][CH:17]=1.CCN(C(C)C)C(C)C.[F:35][C:36]1[CH:44]=[C:43]([F:45])[CH:42]=[C:41]([F:46])[C:37]=1[C:38](Cl)=[O:39], predict the reaction product. The product is: [Cl:15][C:16]1[CH:25]=[CH:24][C:19]([C:20]2[S:21][CH:1]([C:3]3[CH:14]=[CH:13][CH:12]=[CH:11][C:4]=3[O:5][CH2:6][C:7]([NH:9][CH3:10])=[O:8])[N:23]([C:38](=[O:39])[C:37]3[C:41]([F:46])=[CH:42][C:43]([F:45])=[CH:44][C:36]=3[F:35])[N:22]=2)=[CH:18][CH:17]=1. (5) Given the reactants Cl[C:2]1[CH:3]=[CH:4][C:5]2[N:6]([CH:8]=[C:9]([C:11]3[CH:12]=[C:13]([CH:16]=[CH:17][CH:18]=3)[C:14]#[N:15])[N:10]=2)[N:7]=1, predict the reaction product. The product is: [N:10]1[C:9]([C:11]2[CH:12]=[C:13]([CH:16]=[CH:17][CH:18]=2)[C:14]#[N:15])=[CH:8][N:6]2[C:5]=1[CH:4]=[CH:3][CH:2]=[N:7]2. (6) Given the reactants [OH:1][CH2:2][CH:3]([CH2:5][OH:6])[OH:4].O.[CH3:8]O.[CH2:10](O)[CH3:11], predict the reaction product. The product is: [CH3:8][C:10]1([CH3:11])[O:4][CH:3]([CH2:5][OH:6])[CH2:2][O:1]1.